Dataset: Reaction yield outcomes from USPTO patents with 853,638 reactions. Task: Predict the reaction yield, written as a fraction of the theoretical maximum amount of product (1.0 means a 100% yield; for example, 0.34 means a 34% yield). The reactants are C[O:2][C:3](=[O:24])/[CH:4]=[CH:5]/[C:6]#[C:7][C:8]1[CH:13]=[CH:12][CH:11]=[C:10]([S:14](=[O:23])(=[O:22])[NH:15][C:16]2[CH:21]=[CH:20][CH:19]=[CH:18][CH:17]=2)[CH:9]=1.[OH-].[Na+]. The catalyst is CO. The product is [C:16]1([NH:15][S:14]([C:10]2[CH:9]=[C:8]([C:7]#[C:6]/[CH:5]=[CH:4]/[C:3]([OH:24])=[O:2])[CH:13]=[CH:12][CH:11]=2)(=[O:23])=[O:22])[CH:17]=[CH:18][CH:19]=[CH:20][CH:21]=1. The yield is 0.950.